This data is from Forward reaction prediction with 1.9M reactions from USPTO patents (1976-2016). The task is: Predict the product of the given reaction. (1) Given the reactants CCN(CC)CC.Cl.[CH3:9][O:10][C:11](=[O:14])[CH2:12][NH2:13].[C:15]1([N:21]=[C:22]=[O:23])[CH:20]=[CH:19][CH:18]=[CH:17][CH:16]=1, predict the reaction product. The product is: [C:15]1([NH:21][C:22](=[O:23])[NH:13][CH2:12][C:11]([O:10][CH3:9])=[O:14])[CH:20]=[CH:19][CH:18]=[CH:17][CH:16]=1. (2) Given the reactants [Si:1]([O:8][CH2:9][C:10]1([CH3:30])[S:16][CH2:15][CH2:14][N:13]2[C:17]([C:20]3([C:23]4[CH:28]=[CH:27][C:26](Cl)=[CH:25][CH:24]=4)[CH2:22][CH2:21]3)=[N:18][N:19]=[C:12]2[CH2:11]1)([C:4]([CH3:7])([CH3:6])[CH3:5])([CH3:3])[CH3:2].[N:31]1([C:36]([C:38]2[CH:43]=[CH:42][C:41](B(O)O)=[CH:40][CH:39]=2)=[O:37])[CH2:35][CH2:34][CH2:33][CH2:32]1.C1(P(C2CCCCC2)C2CCCCC2)CCCCC1.P([O-])([O-])([O-])=O.[K+].[K+].[K+], predict the reaction product. The product is: [Si:1]([O:8][CH2:9][C:10]1([CH3:30])[S:16][CH2:15][CH2:14][N:13]2[C:17]([C:20]3([C:23]4[CH:28]=[CH:27][C:26]([C:41]5[CH:40]=[CH:39][C:38]([C:36]([N:31]6[CH2:32][CH2:33][CH2:34][CH2:35]6)=[O:37])=[CH:43][CH:42]=5)=[CH:25][CH:24]=4)[CH2:22][CH2:21]3)=[N:18][N:19]=[C:12]2[CH2:11]1)([C:4]([CH3:7])([CH3:6])[CH3:5])([CH3:3])[CH3:2]. (3) Given the reactants C([O:8][CH2:9][CH2:10][CH2:11][CH2:12][CH2:13][CH2:14][CH2:15][CH2:16][CH2:17][CH2:18][C:19]#[C:20][C:21]1[CH:26]=[C:25]([O:27][CH3:28])[CH:24]=[CH:23][C:22]=1[O:29][CH3:30])C1C=CC=CC=1, predict the reaction product. The product is: [CH3:30][O:29][C:22]1[CH:23]=[CH:24][C:25]([O:27][CH3:28])=[CH:26][C:21]=1[CH2:20][CH2:19][CH2:18][CH2:17][CH2:16][CH2:15][CH2:14][CH2:13][CH2:12][CH2:11][CH2:10][CH2:9][OH:8]. (4) Given the reactants C(N(CC)C(C)C)(C)C.[Cl:10][C:11]1[CH:34]=[CH:33][C:14]([CH2:15][NH:16][C:17]([C:19]2[C:20](=[O:32])[C:21]3[CH:29]=[C:28]([CH2:30]Cl)[S:27][C:22]=3[N:23]([CH2:25][CH3:26])[CH:24]=2)=[O:18])=[CH:13][CH:12]=1.[CH3:35][NH:36][CH2:37][CH:38]([C:40]1[CH:45]=[N:44][CH:43]=[CH:42][N:41]=1)[OH:39], predict the reaction product. The product is: [Cl:10][C:11]1[CH:34]=[CH:33][C:14]([CH2:15][NH:16][C:17]([C:19]2[C:20](=[O:32])[C:21]3[CH:29]=[C:28]([CH2:30][N:36]([CH2:37][CH:38]([OH:39])[C:40]4[CH:45]=[N:44][CH:43]=[CH:42][N:41]=4)[CH3:35])[S:27][C:22]=3[N:23]([CH2:25][CH3:26])[CH:24]=2)=[O:18])=[CH:13][CH:12]=1. (5) Given the reactants [NH2:1][CH2:2][C:3]1[C:8]([CH2:9][CH3:10])=[N:7][C:6]2[N:11]([CH2:14][CH3:15])[N:12]=[CH:13][C:5]=2[C:4]=1[NH:16][CH:17]1[CH2:22][CH2:21][O:20][CH2:19][CH2:18]1.[CH3:23][O:24][C:25]([C:27]1[CH:28]=[C:29]([CH:33]=[CH:34][CH:35]=1)[C:30](O)=[O:31])=[O:26].C1CN([P+](ON2N=NC3C=CC=CC2=3)(N2CCCC2)N2CCCC2)CC1.F[P-](F)(F)(F)(F)F.C(N(C(C)C)CC)(C)C, predict the reaction product. The product is: [CH2:14]([N:11]1[C:6]2=[N:7][C:8]([CH2:9][CH3:10])=[C:3]([CH2:2][NH:1][C:30]([C:29]3[CH:28]=[C:27]([CH:35]=[CH:34][CH:33]=3)[C:25]([O:24][CH3:23])=[O:26])=[O:31])[C:4]([NH:16][CH:17]3[CH2:18][CH2:19][O:20][CH2:21][CH2:22]3)=[C:5]2[CH:13]=[N:12]1)[CH3:15]. (6) Given the reactants Br[C:2]1[C:3]2[CH:4]=[C:5]3[CH:14]([CH2:15][C:16]([OH:18])=[O:17])[CH2:13][CH2:12][N:6]3[C:7]=2[CH:8]=[C:9]([F:11])[CH:10]=1.C[Mg+].[Br-].[Li][CH2:23]CCC.[F:27][C:28]([F:36])([F:35])[C:29]([C:31]([F:34])([F:33])[F:32])=[O:30].Cl, predict the reaction product. The product is: [F:11][C:9]1[CH:10]=[C:2]([C:29]([OH:30])([C:31]([F:34])([F:33])[F:32])[C:28]([F:36])([F:35])[F:27])[C:3]2[CH:4]=[C:5]3[CH:14]([CH2:15][C:16]([O:18][CH3:23])=[O:17])[CH2:13][CH2:12][N:6]3[C:7]=2[CH:8]=1.